This data is from Forward reaction prediction with 1.9M reactions from USPTO patents (1976-2016). The task is: Predict the product of the given reaction. (1) The product is: [Cl:18][C:16]1[CH:17]=[C:12]([S:5][CH2:3][CH3:4])[C:13]([C:19]([N:21]([CH3:33])[C:22]2[CH:27]=[CH:26][C:25]([S:28][C:29]([F:32])([F:31])[F:30])=[CH:24][CH:23]=2)=[O:20])=[N:14][CH:15]=1. Given the reactants [H-].[Na+].[CH2:3]([SH:5])[CH3:4].C1COCC1.Cl[C:12]1[C:13]([C:19]([N:21]([CH3:33])[C:22]2[CH:27]=[CH:26][C:25]([S:28][C:29]([F:32])([F:31])[F:30])=[CH:24][CH:23]=2)=[O:20])=[N:14][CH:15]=[C:16]([Cl:18])[CH:17]=1, predict the reaction product. (2) The product is: [Cl:1][C:2]1[CH:7]=[C:6]([Cl:8])[CH:5]=[CH:4][C:3]=1[C:9]1[C:10]([CH2:18][NH2:19])=[CH:11][C:12]2[N:13]([CH:15]=[CH:16][N:17]=2)[CH:14]=1. Given the reactants [Cl:1][C:2]1[CH:7]=[C:6]([Cl:8])[CH:5]=[CH:4][C:3]=1[C:9]1[C:10]([C:18]#[N:19])=[CH:11][C:12]2[N:13]([CH:15]=[CH:16][N:17]=2)[CH:14]=1.B.C1COCC1.CO, predict the reaction product.